This data is from Full USPTO retrosynthesis dataset with 1.9M reactions from patents (1976-2016). The task is: Predict the reactants needed to synthesize the given product. The reactants are: [CH:1]1C=[CH:3][C:4]([C:23]([OH:25])=[O:24])=[C:5](C2C3C=CC(O)=CC=3OC3C=2C=CC(C=3)=O)[CH:6]=1.[CH2:26]([Cl:28])Cl.N1C=NN=N1.C(N(C(C)C)P(OCC)[O:39]CC)(C)C. Given the product [Cl:28][C:26]1[CH:3]=[C:4]([CH:5]=[CH:6][CH:1]=1)[C:23]([O:25][OH:39])=[O:24], predict the reactants needed to synthesize it.